From a dataset of Merck oncology drug combination screen with 23,052 pairs across 39 cell lines. Regression. Given two drug SMILES strings and cell line genomic features, predict the synergy score measuring deviation from expected non-interaction effect. (1) Drug 1: CC1CC2C3CCC4=CC(=O)C=CC4(C)C3(F)C(O)CC2(C)C1(O)C(=O)CO. Drug 2: CCN(CC)CCNC(=O)c1c(C)[nH]c(C=C2C(=O)Nc3ccc(F)cc32)c1C. Cell line: DLD1. Synergy scores: synergy=12.5. (2) Drug 1: CC(C)CC(NC(=O)C(Cc1ccccc1)NC(=O)c1cnccn1)B(O)O. Drug 2: Cn1cc(-c2cnn3c(N)c(Br)c(C4CCCNC4)nc23)cn1. Cell line: DLD1. Synergy scores: synergy=3.72. (3) Drug 1: Nc1ccn(C2OC(CO)C(O)C2(F)F)c(=O)n1. Drug 2: CS(=O)(=O)CCNCc1ccc(-c2ccc3ncnc(Nc4ccc(OCc5cccc(F)c5)c(Cl)c4)c3c2)o1. Cell line: MSTO. Synergy scores: synergy=-22.6. (4) Synergy scores: synergy=-5.98. Cell line: MDAMB436. Drug 1: O=S1(=O)NC2(CN1CC(F)(F)F)C1CCC2Cc2cc(C=CCN3CCC(C(F)(F)F)CC3)ccc2C1. Drug 2: O=P1(N(CCCl)CCCl)NCCCO1. (5) Drug 1: CN(C)C(=N)N=C(N)N. Drug 2: CNC(=O)c1cc(Oc2ccc(NC(=O)Nc3ccc(Cl)c(C(F)(F)F)c3)cc2)ccn1. Cell line: RKO. Synergy scores: synergy=15.3. (6) Drug 1: CC1CC2C3CCC4=CC(=O)C=CC4(C)C3(F)C(O)CC2(C)C1(O)C(=O)CO. Drug 2: COC1CC2CCC(C)C(O)(O2)C(=O)C(=O)N2CCCCC2C(=O)OC(C(C)CC2CCC(OP(C)(C)=O)C(OC)C2)CC(=O)C(C)C=C(C)C(O)C(OC)C(=O)C(C)CC(C)C=CC=CC=C1C. Cell line: PA1. Synergy scores: synergy=19.4.